Dataset: Full USPTO retrosynthesis dataset with 1.9M reactions from patents (1976-2016). Task: Predict the reactants needed to synthesize the given product. Given the product [CH:1]1([O:6][C:7](=[O:23])[C@@H:8]([NH2:15])[CH:9]2[CH2:10][CH2:11][CH2:12][CH2:13][CH2:14]2)[CH2:5][CH2:4][CH2:3][CH2:2]1, predict the reactants needed to synthesize it. The reactants are: [CH:1]1([O:6][C:7](=[O:23])[C@@H:8]([NH:15]C(OC(C)(C)C)=O)[CH:9]2[CH2:14][CH2:13][CH2:12][CH2:11][CH2:10]2)[CH2:5][CH2:4][CH2:3][CH2:2]1.